Dataset: Reaction yield outcomes from USPTO patents with 853,638 reactions. Task: Predict the reaction yield, written as a fraction of the theoretical maximum amount of product (1.0 means a 100% yield; for example, 0.34 means a 34% yield). (1) The reactants are [Cl:1][C:2]1[C:11]([C:12](OCC)=[O:13])=[C:10]([CH2:17][N:18]2[CH2:23][CH2:22][N:21]([CH3:24])[CH2:20][CH2:19]2)[C:9]2[C:4](=[CH:5][C:6]([Cl:27])=[C:7]([O:25][CH3:26])[CH:8]=2)[N:3]=1.[H-].C([Al+]CC(C)C)C(C)C.[C@H](O)(C([O-])=O)[C@@H](O)C([O-])=O.[Na+].[K+]. The catalyst is C(Cl)Cl. The product is [Cl:1][C:2]1[C:11]([CH2:12][OH:13])=[C:10]([CH2:17][N:18]2[CH2:19][CH2:20][N:21]([CH3:24])[CH2:22][CH2:23]2)[C:9]2[C:4](=[CH:5][C:6]([Cl:27])=[C:7]([O:25][CH3:26])[CH:8]=2)[N:3]=1. The yield is 0.800. (2) The reactants are CN(C(ON1N=NC2C=CC=NC1=2)=[N+](C)C)C.F[P-](F)(F)(F)(F)F.[CH3:25][O:26][C:27]1[CH:32]=[CH:31][C:30]([C:33]2[CH:38]=[CH:37][C:36]([C:39]([OH:41])=O)=[C:35]([N+:42]([O-:44])=[O:43])[CH:34]=2)=[CH:29][CH:28]=1.Cl.[CH3:46][C:47]([O:50][C@H:51]([CH3:58])[C@@H:52]([C:54]([O:56][CH3:57])=[O:55])[NH2:53])([CH3:49])[CH3:48].C(N(C(C)C)CC)(C)C. The catalyst is CN(C=O)C.C(OCC)(=O)C. The product is [CH3:49][C:47]([O:50][C@H:51]([CH3:58])[C@@H:52]([C:54]([O:56][CH3:57])=[O:55])[NH:53][C:39]([C:36]1[CH:37]=[CH:38][C:33]([C:30]2[CH:29]=[CH:28][C:27]([O:26][CH3:25])=[CH:32][CH:31]=2)=[CH:34][C:35]=1[N+:42]([O-:44])=[O:43])=[O:41])([CH3:46])[CH3:48]. The yield is 0.710.